Predict the reaction yield, written as a fraction of the theoretical maximum amount of product (1.0 means a 100% yield; for example, 0.34 means a 34% yield). From a dataset of Reaction yield outcomes from USPTO patents with 853,638 reactions. (1) The reactants are Cl[C:2]1[N:7]=[N:6][C:5]([CH3:8])=[C:4]([C:9]2[S:13][C:12]([C:14]([O:16][CH3:17])=[O:15])=[CH:11][CH:10]=2)[CH:3]=1.N#N. The catalyst is CO.[Pd]. The product is [CH3:8][C:5]1[N:6]=[N:7][CH:2]=[CH:3][C:4]=1[C:9]1[S:13][C:12]([C:14]([O:16][CH3:17])=[O:15])=[CH:11][CH:10]=1. The yield is 0.580. (2) The reactants are C([O-])(=O)C.[NH4+].[OH:6][C:7]1[CH:8]=[C:9]([CH:12]=[CH:13][C:14]=1[OH:15])[CH:10]=O.[N+:16]([CH3:19])([O-:18])=[O:17]. No catalyst specified. The product is [N+:16]([CH:19]=[CH:10][C:9]1[CH:8]=[C:7]([OH:6])[C:14]([OH:15])=[CH:13][CH:12]=1)([O-:18])=[O:17]. The yield is 0.610. (3) The reactants are [CH:1]1([CH2:6][CH:7]([C:17]2[NH:25][C:20]3=[N:21][CH:22]=[CH:23][CH:24]=[C:19]3[CH:18]=2)[C:8]2[CH:9]=[N:10][C:11](OCC)=[CH:12][CH:13]=2)[CH2:5][CH2:4][CH2:3][CH2:2]1. The catalyst is [Pd].CO. The product is [CH:1]1([CH2:6][CH:7]([C:17]2[NH:25][C:20]3=[N:21][CH:22]=[CH:23][CH:24]=[C:19]3[CH:18]=2)[C:8]2[CH:9]=[N:10][CH:11]=[CH:12][CH:13]=2)[CH2:5][CH2:4][CH2:3][CH2:2]1. The yield is 0.100. (4) The reactants are [CH3:1][C@@:2]12[C:9]([CH3:11])([CH3:10])[CH:6]([CH2:7][CH2:8]1)[C:5](=[O:12])[CH2:4][C:3]2=[O:13].C(N(CC)CC)C.[Cl:21][C:22]1[CH:23]=[C:24]([N:29]=[C:30]=[O:31])[CH:25]=[CH:26][C:27]=1[Cl:28].Cl. The catalyst is CN(C)C1C=CN=CC=1.ClCCl. The product is [Cl:21][C:22]1[CH:23]=[C:24]([NH:29][C:30]([CH:4]2[C:5](=[O:12])[CH:6]3[C:9]([CH3:10])([CH3:11])[C@:2]([CH3:1])([CH2:8][CH2:7]3)[C:3]2=[O:13])=[O:31])[CH:25]=[CH:26][C:27]=1[Cl:28]. The yield is 0.570.